From a dataset of Reaction yield outcomes from USPTO patents with 853,638 reactions. Predict the reaction yield, written as a fraction of the theoretical maximum amount of product (1.0 means a 100% yield; for example, 0.34 means a 34% yield). The reactants are CC(OC(/N=N/C(OC(C)C)=O)=O)C.[F:15][C:16]1[C:17]([OH:35])=[C:18]([CH:29]=[C:30]([N+:32]([O-])=O)[CH:31]=1)[CH2:19][N:20]([CH3:28])[C:21](=[O:27])[O:22][C:23]([CH3:26])([CH3:25])[CH3:24].[CH3:36][O:37][CH2:38][CH2:39][CH2:40]O.C1(P(C2C=CC=CC=2)C2C=CC=CC=2)C=CC=CC=1.[Cl-].[NH4+]. The catalyst is C1COCC1.CO.[Zn]. The product is [NH2:32][C:30]1[CH:31]=[C:16]([F:15])[C:17]([O:35][CH2:40][CH2:39][CH2:38][O:37][CH3:36])=[C:18]([CH:29]=1)[CH2:19][N:20]([CH3:28])[C:21](=[O:27])[O:22][C:23]([CH3:26])([CH3:25])[CH3:24]. The yield is 1.05.